From a dataset of Full USPTO retrosynthesis dataset with 1.9M reactions from patents (1976-2016). Predict the reactants needed to synthesize the given product. (1) Given the product [C:33]([N:30]1[CH2:31][CH2:32][CH:27]([NH:26][C:2]2[CH:3]=[C:4]([C:22]([NH2:41])=[O:24])[C:5]([O:8][C:9]3[CH:10]=[CH:11][C:12]([O:15][C:16]4[CH:17]=[CH:18][CH:19]=[CH:20][CH:21]=4)=[CH:13][CH:14]=3)=[N:6][CH:7]=2)[CH2:28][CH2:29]1)#[N:40], predict the reactants needed to synthesize it. The reactants are: I[C:2]1[CH:3]=[C:4]([C:22]([O:24]C)=O)[C:5]([O:8][C:9]2[CH:14]=[CH:13][C:12]([O:15][C:16]3[CH:21]=[CH:20][CH:19]=[CH:18][CH:17]=3)=[CH:11][CH:10]=2)=[N:6][CH:7]=1.[NH2:26][CH:27]1[CH2:32][CH2:31][N:30]([C:33](OC(C)(C)C)=O)[CH2:29][CH2:28]1.[NH3:40].[N:41]#CBr. (2) The reactants are: [CH3:1][C@H:2]1[CH2:7][CH2:6][C@H:5]([C:8]([N:10]([CH:23]([CH3:25])[CH3:24])[C:11]2[CH:12]=[C:13](B(O)O)[S:14][C:15]=2[C:16]([O:18][CH3:19])=[O:17])=[O:9])[CH2:4][CH2:3]1.Br[C:27]1[CH:28]=[CH:29][C:30]([C:33]2[CH:41]=[C:36]3[N:37]=[CH:38][CH:39]=[CH:40][N:35]3[N:34]=2)=[N:31][CH:32]=1.P([O-])([O-])([O-])=O.[K+].[K+].[K+]. Given the product [CH3:1][C@H:2]1[CH2:7][CH2:6][C@H:5]([C:8]([N:10]([CH:23]([CH3:25])[CH3:24])[C:11]2[CH:12]=[C:13]([C:27]3[CH:32]=[N:31][C:30]([C:33]4[CH:41]=[C:36]5[N:37]=[CH:38][CH:39]=[CH:40][N:35]5[N:34]=4)=[CH:29][CH:28]=3)[S:14][C:15]=2[C:16]([O:18][CH3:19])=[O:17])=[O:9])[CH2:4][CH2:3]1, predict the reactants needed to synthesize it. (3) Given the product [CH3:18][N:17]([CH3:19])[CH:13]1[CH2:12][C:11]2[C:15](=[CH:16][C:7]3[N+:6]([O-:20])=[N:5][C:4]([CH2:22][CH3:23])=[N:9][C:8]=3[CH:10]=2)[CH2:14]1, predict the reactants needed to synthesize it. The reactants are: N#N.Cl[C:4]1[N:5]=[N+:6]([O-:20])[C:7]2[CH:16]=[C:15]3[C:11]([CH2:12][CH:13]([N:17]([CH3:19])[CH3:18])[CH2:14]3)=[CH:10][C:8]=2[N:9]=1.[Sn](CC)(CC)(CC)[CH2:22][CH3:23]. (4) The reactants are: [C:1]1([C:7](=O)[CH2:8][C:9]2[CH:14]=[CH:13][CH:12]=[CH:11][CH:10]=2)[CH:6]=[CH:5][CH:4]=[CH:3][CH:2]=1.[CH:16]([C:18]1[CH:19]=[CH:20][C:21]([OH:27])=[C:22]([CH:26]=1)[C:23]([OH:25])=[O:24])=O.[NH2:28][C:29]([NH2:31])=[O:30].Cl. Given the product [OH:27][C:21]1[CH:20]=[CH:19][C:18]([CH:16]2[C:8]([C:9]3[CH:14]=[CH:13][CH:12]=[CH:11][CH:10]=3)=[C:7]([C:1]3[CH:6]=[CH:5][CH:4]=[CH:3][CH:2]=3)[NH:31][C:29](=[O:30])[NH:28]2)=[CH:26][C:22]=1[C:23]([OH:25])=[O:24], predict the reactants needed to synthesize it. (5) Given the product [F:35][CH:19]([F:18])[O:20][C:21]1[CH:22]=[CH:23][C:24]([C@H:25]([NH:26][S@:27]([C:29]([CH3:31])([CH3:30])[CH3:32])=[O:28])[CH2:14][C:13]([O:16][CH3:17])=[O:15])=[CH:33][CH:34]=1, predict the reactants needed to synthesize it. The reactants are: C(NC(C)C)(C)C.C([Li])CCC.[C:13]([O:16][CH3:17])(=[O:15])[CH3:14].[F:18][CH:19]([F:35])[O:20][C:21]1[CH:34]=[CH:33][C:24](/[CH:25]=[N:26]/[S@:27]([C:29]([CH3:32])([CH3:31])[CH3:30])=[O:28])=[CH:23][CH:22]=1. (6) Given the product [OH:55][C:19]1[N:18]=[CH:17][N:16]2[CH2:13][CH2:12][C@@H:11]([C:39]3[CH:40]=[C:41]4[C:46](=[CH:47][CH:48]=3)[CH:45]=[C:44]([C:49]([NH:51][CH3:52])=[O:50])[CH:43]=[CH:42]4)[C:15]=12, predict the reactants needed to synthesize it. The reactants are: C(N(C(C)C)CC)(C)C.O[C@@:11]([C:39]1[CH:40]=[C:41]2[C:46](=[CH:47][CH:48]=1)[CH:45]=[C:44]([C:49]([NH:51][CH3:52])=[O:50])[CH:43]=[CH:42]2)([C:15]1[N:16]=[CH:17][N:18](C(C2C=CC=CC=2)(C2C=CC=CC=2)C2C=CC=CC=2)[CH:19]=1)[CH2:12][CH2:13]O.CS(Cl)(=O)=[O:55].Cl. (7) Given the product [C:1]([O:5][C:6](=[O:31])[NH:7][C:8]1([C:12]2[CH:13]=[CH:14][C:15]([C:18]3[C:19]([C:24]4[CH:29]=[CH:28][CH:27]=[CH:26][CH:25]=4)=[CH:20][N:41]4[N:42]=[C:38]([C:32]5[CH:33]=[CH:34][CH:35]=[CH:36][CH:37]=5)[CH:39]=[C:40]4[N:43]=3)=[CH:16][CH:17]=2)[CH2:9][CH2:10][CH2:11]1)([CH3:4])([CH3:2])[CH3:3], predict the reactants needed to synthesize it. The reactants are: [C:1]([O:5][C:6](=[O:31])[NH:7][C:8]1([C:12]2[CH:17]=[CH:16][C:15]([C:18](=O)[C:19]([C:24]3[CH:29]=[CH:28][CH:27]=[CH:26][CH:25]=3)=[CH:20]N(C)C)=[CH:14][CH:13]=2)[CH2:11][CH2:10][CH2:9]1)([CH3:4])([CH3:3])[CH3:2].[C:32]1([C:38]2[CH:39]=[C:40]([NH2:43])[NH:41][N:42]=2)[CH:37]=[CH:36][CH:35]=[CH:34][CH:33]=1. (8) Given the product [NH:26]1[C:27]2[C:23](=[CH:22][C:21]([N:17]3[C:18]4[C:13](=[CH:12][C:11]([O:10][CH2:9][CH2:8][CH2:7][N:3]5[CH2:4][CH2:5][CH2:6][C@H:2]5[CH3:1])=[CH:20][CH:19]=4)[CH2:14][CH2:15][C:16]3=[O:37])=[CH:29][CH:28]=2)[CH:24]=[CH:25]1, predict the reactants needed to synthesize it. The reactants are: [CH3:1][C@@H:2]1[CH2:6][CH2:5][CH2:4][N:3]1[CH2:7][CH2:8][CH2:9][O:10][C:11]1[CH:12]=[C:13]2[C:18](=[CH:19][CH:20]=1)[N:17]([C:21]1[CH:22]=[C:23]3[C:27](=[CH:28][CH:29]=1)[N:26](C(OC(C)(C)C)=O)[CH:25]=[CH:24]3)[C:16](=[O:37])[CH2:15][CH2:14]2.ClCCCN1CCC[C@H]1C.C(=O)([O-])[O-].[K+].[K+]. (9) Given the product [CH2:1]([C:4]([C:11]1[CH:16]=[CH:15][C:14]([C:17]2[N:21]([CH2:31][CH2:30][CH3:40])[C:20]3[CH:22]=[C:23]([C:28]#[N:29])[C:24]([C:26]#[N:27])=[CH:25][C:19]=3[N:18]=2)=[CH:13][CH:12]=1)([CH2:8][CH:9]=[CH2:10])[CH2:5][CH:6]=[CH2:7])[CH:2]=[CH2:3], predict the reactants needed to synthesize it. The reactants are: [CH2:1]([C:4]([C:11]1[CH:16]=[CH:15][C:14]([C:17]2[NH:18][C:19]3[CH:25]=[C:24]([C:26]#[N:27])[C:23]([C:28]#[N:29])=[CH:22][C:20]=3[N:21]=2)=[CH:13][CH:12]=1)([CH2:8][CH:9]=[CH2:10])[CH2:5][CH:6]=[CH2:7])[CH:2]=[CH2:3].[CH2:30]1[CH2:40]CN2C(=NCCC2)C[CH2:31]1.ICCC. (10) Given the product [C:20]1([C:28]2[CH:29]=[CH:30][CH:31]=[CH:32][CH:33]=2)[CH:25]=[CH:24][CH:23]=[C:22]([CH2:26][N:1]2[CH:2]([C:10]3[C:11]([O:18][CH3:19])=[N:12][CH:13]=[CH:14][C:15]=3[O:16][CH3:17])[CH2:3][CH:4]([CH3:9])[C:5]2=[O:7])[CH:21]=1, predict the reactants needed to synthesize it. The reactants are: [NH2:1][CH:2]([C:10]1[C:11]([O:18][CH3:19])=[N:12][CH:13]=[CH:14][C:15]=1[O:16][CH3:17])[CH2:3][CH:4]([CH3:9])[C:5]([O:7]C)=O.[C:20]1([C:28]2[CH:33]=[CH:32][CH:31]=[CH:30][CH:29]=2)[CH:25]=[CH:24][CH:23]=[C:22]([CH:26]=O)[CH:21]=1.